Predict the product of the given reaction. From a dataset of Forward reaction prediction with 1.9M reactions from USPTO patents (1976-2016). (1) Given the reactants [F:1][C:2]1[CH:7]=[CH:6][CH:5]=[C:4]([F:8])[C:3]=1[NH:9][C:10]1[CH:11]=[C:12]2[C:16](=[CH:17][CH:18]=1)[N:15](C1CCCCO1)[N:14]=[C:13]2[C:25]1[CH:30]=[C:29]([O:31]CC2C=CC(OC)=CC=2)[N:28]=[C:27]([N:41]([CH3:43])[CH3:42])[N:26]=1.C(O)(C(F)(F)F)=O, predict the reaction product. The product is: [F:8][C:4]1[CH:5]=[CH:6][CH:7]=[C:2]([F:1])[C:3]=1[NH:9][C:10]1[CH:11]=[C:12]2[C:16](=[CH:17][CH:18]=1)[NH:15][N:14]=[C:13]2[C:25]1[N:26]=[C:27]([N:41]([CH3:42])[CH3:43])[NH:28][C:29](=[O:31])[CH:30]=1. (2) Given the reactants [Cl:1][C:2]1[C:3](Cl)=[N:4][CH:5]=[C:6]([CH:33]=1)[C:7]([NH:9][C:10]1[S:11][C:12]([N:21]2[CH2:26][CH2:25][N:24]([CH:27]3[CH2:32][CH2:31][CH2:30][CH2:29][CH2:28]3)[CH2:23][CH2:22]2)=[C:13]([C:15]2[S:16][CH:17]=[C:18]([Cl:20])[CH:19]=2)[N:14]=1)=[O:8].C(Cl)(Cl)Cl.[NH:39]1[CH2:49][CH2:48][CH:42]([C:43]([O:45][CH2:46][CH3:47])=[O:44])[CH2:41][CH2:40]1, predict the reaction product. The product is: [CH2:46]([O:45][C:43]([CH:42]1[CH2:48][CH2:49][N:39]([C:3]2[C:2]([Cl:1])=[CH:33][C:6]([C:7](=[O:8])[NH:9][C:10]3[S:11][C:12]([N:21]4[CH2:26][CH2:25][N:24]([CH:27]5[CH2:32][CH2:31][CH2:30][CH2:29][CH2:28]5)[CH2:23][CH2:22]4)=[C:13]([C:15]4[S:16][CH:17]=[C:18]([Cl:20])[CH:19]=4)[N:14]=3)=[CH:5][N:4]=2)[CH2:40][CH2:41]1)=[O:44])[CH3:47]. (3) Given the reactants [F:1][C:2]1[CH:7]=[CH:6][C:5]([C:8]2[N:9](CC3C=CC=CC=3)[C:10]([CH2:13][N:14]([CH2:27][C:28]([F:31])([F:30])[F:29])[C:15]3[CH:22]=[CH:21][C:18]([C:19]#[N:20])=[C:17]([C:23]([F:26])([F:25])[F:24])[CH:16]=3)=[N:11][N:12]=2)=[CH:4][CH:3]=1, predict the reaction product. The product is: [F:1][C:2]1[CH:7]=[CH:6][C:5]([C:8]2[N:9]=[C:10]([CH2:13][N:14]([CH2:27][C:28]([F:31])([F:29])[F:30])[C:15]3[CH:22]=[CH:21][C:18]([C:19]#[N:20])=[C:17]([C:23]([F:25])([F:26])[F:24])[CH:16]=3)[NH:11][N:12]=2)=[CH:4][CH:3]=1. (4) Given the reactants [I:1][CH2:2][CH2:3][CH2:4][OH:5].[N:6]1[C:15]2[C:10](=[CH:11][CH:12]=[CH:13][CH:14]=2)[CH:9]=[CH:8][CH:7]=1, predict the reaction product. The product is: [I-:1].[OH:5][CH2:4][CH2:3][CH2:2][N+:6]1[C:15]2[C:10](=[CH:11][CH:12]=[CH:13][CH:14]=2)[CH:9]=[CH:8][CH:7]=1. (5) Given the reactants [CH2:1]([O:4][C:5]1[CH:10]=[CH:9][C:8]([CH2:11][C@H:12]([NH:17][C:18](=[O:29])[C:19]2[CH:24]=[CH:23][CH:22]=[CH:21][C:20]=2[O:25][CH2:26]C=C)[C:13]([O:15][CH3:16])=[O:14])=[CH:7][C:6]=1[Cl:30])[CH:2]=[CH2:3], predict the reaction product. The product is: [CH3:16][O:15][C:13]([C@H:12]1[NH:17][C:18](=[O:29])[C:19]2[C:20](=[CH:21][CH:22]=[CH:23][CH:24]=2)[O:25][CH2:26][CH:3]=[CH:2][CH2:1][O:4][C:5]2=[CH:10][CH:9]=[C:8]([CH:7]=[C:6]2[Cl:30])[CH2:11]1)=[O:14]. (6) Given the reactants [CH3:1][O:2][C:3]1[CH:8]=[CH:7][CH:6]=[C:5]([Sn](CCCC)(CCCC)CCCC)[N:4]=1.O(P(O[C:39]1[N:40]([C:45]([O:47][C:48]([CH3:51])([CH3:50])[CH3:49])=[O:46])[CH2:41][CH2:42][O:43][CH:44]=1)(OC1C=CC=CC=1)=O)C1C=CC=CC=1.[Cl-].[Li+], predict the reaction product. The product is: [CH3:1][O:2][C:3]1[N:4]=[C:5]([C:39]2[N:40]([C:45]([O:47][C:48]([CH3:51])([CH3:50])[CH3:49])=[O:46])[CH2:41][CH2:42][O:43][CH:44]=2)[CH:6]=[CH:7][CH:8]=1. (7) Given the reactants O=[C:2]1[C:9]2[CH:8]=[C:7]([C:10]([O:12][CH3:13])=[O:11])[NH:6][C:5]=2[CH2:4][CH2:3]1.[CH2:14]([C:21]1[CH:26]=[CH:25][C:24]([Mg]Br)=[CH:23][CH:22]=1)[C:15]1[CH:20]=[CH:19][CH:18]=[CH:17][CH:16]=1, predict the reaction product. The product is: [CH2:14]([C:15]1[CH:20]=[CH:19][C:18]([CH:2]2[C:9]3[CH:8]=[C:7]([C:10]([O:12][CH3:13])=[O:11])[NH:6][C:5]=3[CH2:4][CH2:3]2)=[CH:17][CH:16]=1)[C:21]1[CH:26]=[CH:25][CH:24]=[CH:23][CH:22]=1.[CH2:14]([C:15]1[CH:20]=[CH:19][C:18]([C:2]2[C:9]3[CH:8]=[C:7]([C:10]([O:12][CH3:13])=[O:11])[NH:6][C:5]=3[CH2:4][CH:3]=2)=[CH:17][CH:16]=1)[C:21]1[CH:26]=[CH:25][CH:24]=[CH:23][CH:22]=1. (8) Given the reactants [F:1][C:2]1[CH:7]=[C:6]([CH2:8][N:9]=[C:10]=[O:11])[CH:5]=[CH:4][C:3]=1[C:12]([F:15])([F:14])[F:13].[CH3:16][C:17]1[C:26]2[CH:25]=[CH:24][CH:23]=[C:22]([NH2:27])[C:21]=2[CH:20]=[C:19]([CH3:28])[N:18]=1.CCN(C(C)C)C(C)C, predict the reaction product. The product is: [CH3:16][C:17]1[C:26]2[C:21](=[C:22]([NH:27][C:10]([NH:9][CH2:8][C:6]3[CH:5]=[CH:4][C:3]([C:12]([F:13])([F:14])[F:15])=[C:2]([F:1])[CH:7]=3)=[O:11])[CH:23]=[CH:24][CH:25]=2)[CH:20]=[C:19]([CH3:28])[N:18]=1. (9) The product is: [Cl:1][C:2]1[CH:10]=[C:9]2[C:5]([CH:6]([C:15]3[CH:16]=[C:17]([O:23][CH3:24])[N:18]=[C:19]([O:21][CH3:22])[N:20]=3)[C:7](=[O:11])[NH:8]2)=[CH:4][CH:3]=1. Given the reactants [Cl:1][C:2]1[CH:10]=[C:9]2[C:5]([CH2:6][C:7](=[O:11])[NH:8]2)=[CH:4][CH:3]=1.[H-].[Li+].Cl[C:15]1[N:20]=[C:19]([O:21][CH3:22])[N:18]=[C:17]([O:23][CH3:24])[CH:16]=1.O, predict the reaction product.